This data is from Peptide-MHC class I binding affinity with 185,985 pairs from IEDB/IMGT. The task is: Regression. Given a peptide amino acid sequence and an MHC pseudo amino acid sequence, predict their binding affinity value. This is MHC class I binding data. (1) The peptide sequence is LRNIYETEF. The MHC is HLA-A26:01 with pseudo-sequence HLA-A26:01. The binding affinity (normalized) is 0.0847. (2) The peptide sequence is FLLAQFTSA. The MHC is HLA-A11:01 with pseudo-sequence HLA-A11:01. The binding affinity (normalized) is 0.297. (3) The MHC is HLA-B46:01 with pseudo-sequence HLA-B46:01. The binding affinity (normalized) is 0.0847. The peptide sequence is ERTDLFFPV. (4) The peptide sequence is NACDKHNKT. The MHC is HLA-A02:01 with pseudo-sequence HLA-A02:01. The binding affinity (normalized) is 0.0739. (5) The peptide sequence is VTTIMFLAR. The MHC is HLA-A11:01 with pseudo-sequence HLA-A11:01. The binding affinity (normalized) is 0.704. (6) The peptide sequence is PPTDTPLDL. The MHC is Mamu-A2201 with pseudo-sequence Mamu-A2201. The binding affinity (normalized) is 0.0211.